Dataset: Full USPTO retrosynthesis dataset with 1.9M reactions from patents (1976-2016). Task: Predict the reactants needed to synthesize the given product. (1) The reactants are: [Cl:1][C:2]1[CH:7]=[CH:6][C:5]([C:8]2[C:16]3[C:15]([OH:17])=[C:14]([C:18]#[N:19])[C:13](=[O:20])[NH:12][C:11]=3[S:10][CH:9]=2)=[CH:4][CH:3]=1.C1C=C[NH+]=CC=1.[Br:27][Br-]Br. Given the product [Br:27][C:9]1[S:10][C:11]2[NH:12][C:13](=[O:20])[C:14]([C:18]#[N:19])=[C:15]([OH:17])[C:16]=2[C:8]=1[C:5]1[CH:4]=[CH:3][C:2]([Cl:1])=[CH:7][CH:6]=1, predict the reactants needed to synthesize it. (2) The reactants are: [Si]([O:8][CH2:9][CH2:10][CH:11]([CH3:31])[CH:12]([C:23]1[CH:28]=[C:27]([F:29])[CH:26]=[CH:25][C:24]=1[F:30])[S:13]([C:16]1[CH:21]=[CH:20][C:19]([Cl:22])=[CH:18][CH:17]=1)(=[O:15])=[O:14])(C(C)(C)C)(C)C.N1C=CC=CC=1.F.C(OCC)(=O)C.CCCCCC. Given the product [Cl:22][C:19]1[CH:18]=[CH:17][C:16]([S:13]([CH:12]([C:23]2[CH:28]=[C:27]([F:29])[CH:26]=[CH:25][C:24]=2[F:30])[CH:11]([CH3:31])[CH2:10][CH2:9][OH:8])(=[O:15])=[O:14])=[CH:21][CH:20]=1, predict the reactants needed to synthesize it. (3) Given the product [F:1][C:2]1[CH:7]=[CH:6][CH:5]=[C:4]([F:8])[C:3]=1[CH2:9][O:10][C:24]1[C:19]([NH2:18])=[N:20][CH:21]=[C:22]([CH3:26])[N:23]=1, predict the reactants needed to synthesize it. The reactants are: [F:1][C:2]1[CH:7]=[CH:6][CH:5]=[C:4]([F:8])[C:3]=1[CH2:9][OH:10].CC(C)([O-])C.[K+].Cl.[NH2:18][C:19]1[C:24](Cl)=[N:23][C:22]([CH3:26])=[CH:21][N:20]=1.C(=O)([O-])O.[Na+]. (4) The reactants are: Br[C:2]1[CH:9]=[CH:8][C:5]([C:6]#[N:7])=[C:4]([F:10])[CH:3]=1.[B:11]1([B:11]2[O:15][C:14]([CH3:17])([CH3:16])[C:13]([CH3:19])([CH3:18])[O:12]2)[O:15][C:14]([CH3:17])([CH3:16])[C:13]([CH3:19])([CH3:18])[O:12]1.C([O-])(=O)C.[K+].C(Cl)Cl. Given the product [F:10][C:4]1[CH:3]=[C:2]([B:11]2[O:15][C:14]([CH3:17])([CH3:16])[C:13]([CH3:19])([CH3:18])[O:12]2)[CH:9]=[CH:8][C:5]=1[C:6]#[N:7], predict the reactants needed to synthesize it.